From a dataset of Reaction yield outcomes from USPTO patents with 853,638 reactions. Predict the reaction yield, written as a fraction of the theoretical maximum amount of product (1.0 means a 100% yield; for example, 0.34 means a 34% yield). (1) The reactants are [Br:1][C:2]1[CH:14]=[CH:13][C:12]2[C:11]3[C:6](=[CH:7][CH:8]=[CH:9][CH:10]=3)[CH2:5][C:4]=2[CH:3]=1.[OH-:15].C[N+](C)(C)C. The catalyst is N1C=CC=CC=1.CO. The product is [Br:1][C:2]1[CH:14]=[CH:13][C:12]2[C:11]3[C:6](=[CH:7][CH:8]=[CH:9][CH:10]=3)[C:5](=[O:15])[C:4]=2[CH:3]=1. The yield is 0.850. (2) The reactants are [CH3:1][N:2]([CH3:6])[CH2:3][CH2:4][SH:5].[H-].[Na+].Cl[C:10]1[CH:15]=[CH:14][CH:13]=[C:12]([C:16]#[N:17])[N:11]=1. The catalyst is O1CCCC1. The product is [C:16]([C:12]1[CH:13]=[CH:14][CH:15]=[C:10]([S:5][CH2:4][CH2:3][N:2]([CH3:6])[CH3:1])[N:11]=1)#[N:17]. The yield is 0.470. (3) The reactants are [O:1]1[CH2:8][CH2:7][CH2:6][NH:5][CH2:4][C:3]2[CH:9]=[CH:10][C:11]([C:13]([O:15]CC)=O)=[CH:12][C:2]1=2.[NH2:18][OH:19].[OH-].[Na+].Cl. The catalyst is C1COCC1.CO. The product is [OH:19][NH:18][C:13]([C:11]1[CH:10]=[CH:9][C:3]2[CH2:4][NH:5][CH2:6][CH2:7][CH2:8][O:1][C:2]=2[CH:12]=1)=[O:15]. The yield is 0.360. (4) The reactants are [CH3:1][C:2]([CH3:22])([CH3:21])[C:3]#[C:4][C:5]1[CH:10]=[C:9]([N+:11]([O-:13])=[O:12])[CH:8]=[C:7]([F:14])[C:6]=1[NH:15]C(=O)CCC.CC([O-])(C)C.[K+].O. The catalyst is CN(C=O)C. The product is [C:2]([C:3]1[NH:15][C:6]2[C:5]([CH:4]=1)=[CH:10][C:9]([N+:11]([O-:13])=[O:12])=[CH:8][C:7]=2[F:14])([CH3:22])([CH3:21])[CH3:1]. The yield is 0.810. (5) The reactants are [CH2:1]([N:8]1[CH:12]=[C:11]([CH2:13][C:14]([O:16][CH2:17][CH3:18])=[O:15])[C:10]([OH:19])=[N:9]1)[C:2]1[CH:7]=[CH:6][CH:5]=[CH:4][CH:3]=1.Cl[CH2:21][C:22]1[CH:23]=[CH:24][C:25]([O:28][CH2:29][C:30]2[N:31]=[C:32]([C:36]3[CH:41]=[CH:40][CH:39]=[CH:38][CH:37]=3)[O:33][C:34]=2[CH3:35])=[N:26][CH:27]=1.C(=O)([O-])[O-].[K+].[K+].CN(C)C=O. The catalyst is O. The product is [CH2:1]([N:8]1[CH:12]=[C:11]([CH2:13][C:14]([O:16][CH2:17][CH3:18])=[O:15])[C:10]([O:19][CH2:21][C:22]2[CH:27]=[N:26][C:25]([O:28][CH2:29][C:30]3[N:31]=[C:32]([C:36]4[CH:41]=[CH:40][CH:39]=[CH:38][CH:37]=4)[O:33][C:34]=3[CH3:35])=[CH:24][CH:23]=2)=[N:9]1)[C:2]1[CH:3]=[CH:4][CH:5]=[CH:6][CH:7]=1. The yield is 0.800.